The task is: Predict the reaction yield, written as a fraction of the theoretical maximum amount of product (1.0 means a 100% yield; for example, 0.34 means a 34% yield).. This data is from Reaction yield outcomes from USPTO patents with 853,638 reactions. (1) The reactants are [CH3:1][O:2][C:3](=[O:14])[CH2:4][C:5]1[CH:10]=[C:9]([CH3:11])[C:8]([OH:12])=[C:7]([Cl:13])[CH:6]=1.[Cl:15][C:16]1[N:17]=[N:18][C:19](Cl)=[CH:20][C:21]=1[CH:22]([CH3:24])[CH3:23].C(=O)([O-])[O-].[K+].[K+].Cl. The catalyst is CS(C)=O.[Cu]I. The product is [CH3:1][O:2][C:3](=[O:14])[CH2:4][C:5]1[CH:10]=[C:9]([CH3:11])[C:8]([O:12][C:19]2[N:18]=[N:17][C:16]([Cl:15])=[C:21]([CH:22]([CH3:24])[CH3:23])[CH:20]=2)=[C:7]([Cl:13])[CH:6]=1. The yield is 0.780. (2) The reactants are C[CH:2]1[CH2:7][CH2:6][N:5]([C:8]2[CH:13]=[CH:12][N:11]=[CH:10][C:9]=2[N+:14]([O-])=O)[CH2:4][CH:3]1[NH:17][C:18](=[O:24])[O:19][C:20]([CH3:23])([CH3:22])[CH3:21].[CH3:25]CO. The catalyst is [Pd]. The product is [NH2:14][C:9]1[CH:10]=[N:11][CH:12]=[CH:13][C:8]=1[N:5]1[CH2:6][CH:7]([CH3:25])[CH2:2][CH:3]([NH:17][C:18](=[O:24])[O:19][C:20]([CH3:21])([CH3:22])[CH3:23])[CH2:4]1. The yield is 0.950. (3) The reactants are [Br:1][C:2]1[CH:3]=[N:4][N:5]([CH3:25])[C:6]=1[C:7]1[CH:12]=[C:11]([N+:13]([O-])=O)[CH:10]=[CH:9][C:8]=1[O:16][CH2:17][CH2:18][C:19]1[CH:24]=[CH:23][CH:22]=[CH:21][CH:20]=1.O.O.Cl[Sn]Cl. The catalyst is CCO. The product is [Br:1][C:2]1[CH:3]=[N:4][N:5]([CH3:25])[C:6]=1[C:7]1[CH:12]=[C:11]([NH2:13])[CH:10]=[CH:9][C:8]=1[O:16][CH2:17][CH2:18][C:19]1[CH:20]=[CH:21][CH:22]=[CH:23][CH:24]=1.[NH2:13][C:11]1[CH:12]=[CH:7][CH:8]=[CH:9][CH:10]=1. The yield is 0.800. (4) The reactants are [BrH:1].[CH3:2][NH:3][C:4]([C:6]1[CH:7]=[C:8]([O:12][C:13]2[CH:14]=[CH:15][C:16]([NH:19][C:20]([NH:22][C:23]3[CH:24]=[CH:25][C:26]([Cl:33])=[C:27]([C:29]([F:32])([F:31])[F:30])[CH:28]=3)=[O:21])=[CH:17][CH:18]=2)[CH:9]=[CH:10][N:11]=1)=[O:5].C(OC(C)C)(C)C. The catalyst is C(O)C. The product is [CH3:2][NH:3][C:4]([C:6]1[CH:7]=[C:8]([O:12][C:13]2[CH:18]=[CH:17][C:16]([NH:19][C:20]([NH:22][C:23]3[CH:24]=[CH:25][C:26]([Cl:33])=[C:27]([C:29]([F:32])([F:30])[F:31])[CH:28]=3)=[O:21])=[CH:15][CH:14]=2)[CH:9]=[CH:10][N:11]=1)=[O:5].[BrH:1]. The yield is 0.738. (5) The reactants are [CH3:1]C(C)([O-])C.[K+].O=[C:8]1[CH2:14][CH:13]2[N:15]([C:16]([O:18][C:19]([CH3:22])([CH3:21])[CH3:20])=[O:17])[CH:10]([CH2:11][CH2:12]2)[CH2:9]1. The catalyst is [Br-].C[P+](C1C=CC=CC=1)(C1C=CC=CC=1)C1C=CC=CC=1.O1CCCC1.CCCCCC. The product is [CH2:1]=[C:8]1[CH2:14][CH:13]2[N:15]([C:16]([O:18][C:19]([CH3:22])([CH3:21])[CH3:20])=[O:17])[CH:10]([CH2:11][CH2:12]2)[CH2:9]1. The yield is 0.910. (6) The reactants are II.Br[CH2:4][CH2:5][CH2:6][CH2:7][CH2:8][CH2:9][CH2:10][CH2:11][O:12][CH2:13][C:14]1[CH:19]=[CH:18][CH:17]=[CH:16][CH:15]=1.[CH:20]([O:22][CH3:23])=O.[BH4-].[Na+].Cl. The catalyst is C1COCC1.O. The product is [CH2:13]([O:12][CH2:11][CH2:10][CH2:9][CH2:8][CH2:7][CH2:6][CH2:5][CH2:4][CH:11]([OH:12])[CH2:10][CH2:9][CH2:8][CH2:7][CH2:6][CH2:5][CH2:4][CH2:20][O:22][CH2:23][C:19]1[CH:14]=[CH:15][CH:16]=[CH:17][CH:18]=1)[C:14]1[CH:19]=[CH:18][CH:17]=[CH:16][CH:15]=1. The yield is 0.240. (7) The reactants are [N:1]12[CH2:8][CH2:7][C:4]([O:9][C:10](=[O:38])[NH:11][C:12]3[CH:17]=[C:16]([CH2:18][CH2:19][CH2:20][C:21]([NH:23][C:24]4[CH:25]=[N:26][C:27]([CH:30]=O)=[CH:28][CH:29]=4)=[O:22])[CH:15]=[CH:14][C:13]=3[C:32]3[CH:37]=[CH:36][CH:35]=[CH:34][CH:33]=3)([CH2:5][CH2:6]1)[CH2:3][CH2:2]2.C(O)(=O)C.[NH2:43][CH2:44][C@@H:45]([C:54]1[CH:63]=[CH:62][C:61]([OH:64])=[C:60]2[C:55]=1[CH:56]=[CH:57][C:58](=[O:65])[NH:59]2)[O:46][Si:47]([C:50]([CH3:53])([CH3:52])[CH3:51])([CH3:49])[CH3:48].C(O[BH-](OC(=O)C)OC(=O)C)(=O)C.[Na+]. The catalyst is CO. The product is [N:1]12[CH2:8][CH2:7][C:4]([O:9][C:10](=[O:38])[NH:11][C:12]3[CH:17]=[C:16]([CH2:18][CH2:19][CH2:20][C:21]([NH:23][C:24]4[CH:25]=[N:26][C:27]([CH2:30][NH:43][CH2:44][C@H:45]([O:46][Si:47]([C:50]([CH3:53])([CH3:52])[CH3:51])([CH3:49])[CH3:48])[C:54]5[CH:63]=[CH:62][C:61]([OH:64])=[C:60]6[C:55]=5[CH:56]=[CH:57][C:58](=[O:65])[NH:59]6)=[CH:28][CH:29]=4)=[O:22])[CH:15]=[CH:14][C:13]=3[C:32]3[CH:37]=[CH:36][CH:35]=[CH:34][CH:33]=3)([CH2:5][CH2:6]1)[CH2:3][CH2:2]2. The yield is 0.320. (8) The reactants are [CH3:1][N:2]([CH3:19])[CH2:3][CH2:4][N:5]1[CH2:11][CH2:10][CH2:9][C:8]2[NH:12][C:13]([CH:16]=O)=[C:14]([CH3:15])[C:7]=2[C:6]1=[O:18].[F:20][C:21]1[C:26]([F:27])=[CH:25][CH:24]=[CH:23][C:22]=1[C:28]1[CH:36]=[CH:35][CH:34]=[C:33]2[C:29]=1[CH2:30][C:31](=[O:37])[NH:32]2. No catalyst specified. The product is [F:20][C:21]1[C:26]([F:27])=[CH:25][CH:24]=[CH:23][C:22]=1[C:28]1[CH:36]=[CH:35][CH:34]=[C:33]2[C:29]=1[C:30](=[CH:16][C:13]1[NH:12][C:8]3[CH2:9][CH2:10][CH2:11][N:5]([CH2:4][CH2:3][N:2]([CH3:19])[CH3:1])[C:6](=[O:18])[C:7]=3[C:14]=1[CH3:15])[C:31](=[O:37])[NH:32]2. The yield is 0.252.